From a dataset of Full USPTO retrosynthesis dataset with 1.9M reactions from patents (1976-2016). Predict the reactants needed to synthesize the given product. (1) The reactants are: CC(C)([O-])C.[K+].[CH2:7]1[CH2:11][O:10][CH2:9][CH2:8]1.OC1C=[C:15]2[C:20](=[CH:21][CH:22]=1)[N:19]([CH3:23])[C:18](=[O:24])[CH2:17][CH2:16]2.C(I)C. Given the product [CH2:11]([O:10][C:9]1[CH:8]=[C:15]2[C:20](=[CH:21][CH:22]=1)[N:19]([CH3:23])[C:18](=[O:24])[CH2:17][CH2:16]2)[CH3:7], predict the reactants needed to synthesize it. (2) The reactants are: [NH2:1][C:2]1[C:11]2[CH:10]=[CH:9][CH:8]=[C:7](Br)[C:6]=2[N:5]=[C:4]2[CH2:13][N:14]([CH2:17][C:18]3[CH:23]=[CH:22][C:21]([O:24][CH3:25])=[CH:20][CH:19]=3)[C:15](=[O:16])[C:3]=12.[F:26][C:27]1[CH:32]=[CH:31][CH:30]=[C:29]([O:33][CH3:34])[C:28]=1B(O)O. Given the product [NH2:1][C:2]1[C:11]2[CH:10]=[CH:9][CH:8]=[C:7]([C:28]3[C:29]([O:33][CH3:34])=[CH:30][CH:31]=[CH:32][C:27]=3[F:26])[C:6]=2[N:5]=[C:4]2[CH2:13][N:14]([CH2:17][C:18]3[CH:23]=[CH:22][C:21]([O:24][CH3:25])=[CH:20][CH:19]=3)[C:15](=[O:16])[C:3]=12, predict the reactants needed to synthesize it. (3) Given the product [CH3:35][N:36]([CH3:42])[C@H:37]1[CH2:41][CH2:40][N:39]([C:2]2[C:3]([C:22]3[CH:27]=[CH:26][CH:25]=[CH:24][CH:23]=3)=[C:4]([CH3:21])[C:5]([C:19]#[N:20])=[C:6]3[C:10]=2[O:9][C:8](/[CH:11]=[CH:12]/[C:13]2[CH:18]=[CH:17][CH:16]=[CH:15][CH:14]=2)=[N:7]3)[CH2:38]1, predict the reactants needed to synthesize it. The reactants are: F[C:2]1[C:3]([C:22]2[CH:27]=[CH:26][CH:25]=[CH:24][CH:23]=2)=[C:4]([CH3:21])[C:5]([C:19]#[N:20])=[C:6]2[C:10]=1[O:9][C:8](/[CH:11]=[CH:12]/[C:13]1[CH:18]=[CH:17][CH:16]=[CH:15][CH:14]=1)=[N:7]2.C(N(CC)CC)C.[CH3:35][N:36]([CH3:42])[C@H:37]1[CH2:41][CH2:40][NH:39][CH2:38]1.C(OCC)(=O)C. (4) Given the product [CH:26]([NH:33][C:34]([N:17]1[CH2:16][CH2:15][N:14]([CH:7]([C:8]2[CH:13]=[CH:12][CH:11]=[CH:10][CH:9]=2)[C:1]2[CH:6]=[CH:5][CH:4]=[CH:3][CH:2]=2)[CH2:19][CH2:18]1)=[O:35])([C:27]1[CH:28]=[CH:29][CH:30]=[CH:31][CH:32]=1)[C:20]1[CH:25]=[CH:24][CH:23]=[CH:22][CH:21]=1, predict the reactants needed to synthesize it. The reactants are: [C:1]1([CH:7]([N:14]2[CH2:19][CH2:18][NH:17][CH2:16][CH2:15]2)[C:8]2[CH:13]=[CH:12][CH:11]=[CH:10][CH:9]=2)[CH:6]=[CH:5][CH:4]=[CH:3][CH:2]=1.[C:20]1([CH:26]([N:33]=[C:34]=[O:35])[C:27]2[CH:32]=[CH:31][CH:30]=[CH:29][CH:28]=2)[CH:25]=[CH:24][CH:23]=[CH:22][CH:21]=1. (5) Given the product [OH-:8].[NH4+:3].[CH3:1][C:2]1[NH:3][C:4]([CH3:9])=[CH:5][C:6](=[S:19])[CH:7]=1, predict the reactants needed to synthesize it. The reactants are: [CH3:1][C:2]1[NH:3][C:4]([CH3:9])=[CH:5][C:6](=[O:8])[CH:7]=1.COC1C=CC(P2(SP(C3C=CC(OC)=CC=3)(=S)S2)=[S:19])=CC=1. (6) Given the product [CH3:2][C:1]1([C:4]2[CH:9]=[CH:8][C:7]([CH2:10][CH2:11][C:12]#[N:13])=[CH:6][CH:5]=2)[O:16][CH2:15][CH2:14][O:3]1, predict the reactants needed to synthesize it. The reactants are: [C:1]([C:4]1[CH:9]=[CH:8][C:7]([CH2:10][CH2:11][C:12]#[N:13])=[CH:6][CH:5]=1)(=[O:3])[CH3:2].[CH2:14](O)[CH2:15][OH:16].CC1C=CC(S(O)(=O)=O)=CC=1.CCOC(C)=O.CCCCCC. (7) Given the product [CH3:11][O:12][C:13]1[CH:14]=[C:15]2[C:16]([C:5]3[CH2:6][CH2:7][C:2]([CH3:9])([CH3:1])[CH2:3][C:4]=3[NH:19]2)=[CH:17][CH:18]=1, predict the reactants needed to synthesize it. The reactants are: [CH3:1][C:2]1([CH3:9])[CH2:7][CH2:6][CH2:5][C:4](=O)[CH2:3]1.Cl.[CH3:11][O:12][C:13]1[CH:14]=[C:15]([NH:19]N)[CH:16]=[CH:17][CH:18]=1.COC1C=CC=C2C=1C1CCC(C)(C)CC=1N2. (8) Given the product [Cl:1][C:2]1[CH:3]=[C:4]([NH:9][C:10]([C:13]2[N:14]=[N:15][S:16][C:17]=2[CH2:18][O:19][Si:20]([CH:27]([CH3:29])[CH3:28])([CH:24]([CH3:26])[CH3:25])[CH:21]([CH3:23])[CH3:22])=[N:30][OH:31])[CH:5]=[CH:6][C:7]=1[F:8], predict the reactants needed to synthesize it. The reactants are: [Cl:1][C:2]1[CH:3]=[C:4]([N:9]=[C:10]([C:13]2[N:14]=[N:15][S:16][C:17]=2[CH2:18][O:19][Si:20]([CH:27]([CH3:29])[CH3:28])([CH:24]([CH3:26])[CH3:25])[CH:21]([CH3:23])[CH3:22])SC)[CH:5]=[CH:6][C:7]=1[F:8].[NH2:30][OH:31]. (9) Given the product [Cl:24][C:25]1[CH:30]=[CH:29][C:28]([CH:31]2[CH2:36][CH2:35][CH2:34][N:33]([C:42]([C:41]3[CH:45]=[CH:46][N:47]=[C:39]([F:38])[CH:40]=3)=[O:43])[CH2:32]2)=[C:27]([CH3:37])[CH:26]=1, predict the reactants needed to synthesize it. The reactants are: ClC1C=C(C(N2CCCC(C3C=CC(Cl)=CC=3)C2)=O)C=CN=1.Cl.[Cl:24][C:25]1[CH:30]=[CH:29][C:28]([CH:31]2[CH2:36][CH2:35][CH2:34][NH:33][CH2:32]2)=[C:27]([CH3:37])[CH:26]=1.[F:38][C:39]1[CH:40]=[C:41]([CH:45]=[CH:46][N:47]=1)[C:42](O)=[O:43].